This data is from Full USPTO retrosynthesis dataset with 1.9M reactions from patents (1976-2016). The task is: Predict the reactants needed to synthesize the given product. (1) Given the product [Cl:1][C:2]1[C:7]([CH:8]=[O:26])=[CH:6][N:5]=[C:4]([NH:10][C:11](=[O:13])[CH3:12])[CH:3]=1, predict the reactants needed to synthesize it. The reactants are: [Cl:1][C:2]1[C:7]([CH:8]=C)=[CH:6][N:5]=[C:4]([NH:10][C:11](=[O:13])[CH3:12])[CH:3]=1.N1C(C)=CC=CC=1C.CC([OH:26])(C)C.I([O-])(=O)(=O)=O.[Na+]. (2) Given the product [NH2:1][C:2]1[C:3]2[CH:11]=[CH:10][N:9]([C@@H:12]3[O:16][C@@:15]([CH2:17][OH:18])([C:19]#[CH:29])[C@@H:14]([O:21][Si:22]([C:25]([CH3:26])([CH3:27])[CH3:28])([CH3:24])[CH3:23])[CH2:13]3)[C:4]=2[N:5]=[C:6]([Cl:8])[N:7]=1, predict the reactants needed to synthesize it. The reactants are: [NH2:1][C:2]1[C:3]2[CH:11]=[CH:10][N:9]([C@@H:12]3[O:16][C@@:15]([CH2:19]O)([CH:17]=[O:18])[C@@H:14]([O:21][Si:22]([C:25]([CH3:28])([CH3:27])[CH3:26])([CH3:24])[CH3:23])[CH2:13]3)[C:4]=2[N:5]=[C:6]([Cl:8])[N:7]=1.[C:29](=O)([O-])[O-].[K+].[K+].[N+](=C(P(=O)(OC)OC)C(=O)C)=[N-]. (3) The reactants are: [CH3:1][C:2]1[C:10]([C:11]([F:14])([F:13])[F:12])=[CH:9][CH:8]=[CH:7][C:3]=1[C:4]([OH:6])=[O:5].S(=O)(=O)(O)O.[CH3:20]O. Given the product [CH3:20][O:5][C:4](=[O:6])[C:3]1[CH:7]=[CH:8][CH:9]=[C:10]([C:11]([F:12])([F:13])[F:14])[C:2]=1[CH3:1], predict the reactants needed to synthesize it. (4) Given the product [Cl:1][C:2]1[CH:3]=[C:4]2[C:8](=[CH:9][C:10]=1[Cl:11])[C:7](=[O:6])[NH:33][N:32]=[C:5]2[CH2:13][C:14]1[CH:19]=[CH:18][C:17]([F:20])=[C:16]([C:21]([N:23]2[CH2:28][CH2:27][CH:26]([O:29][CH3:30])[CH2:25][CH2:24]2)=[O:22])[CH:15]=1, predict the reactants needed to synthesize it. The reactants are: [Cl:1][C:2]1[CH:3]=[C:4]2[C:8](=[CH:9][C:10]=1[Cl:11])[C:7](=O)[O:6]/[C:5]/2=[CH:13]\[C:14]1[CH:19]=[CH:18][C:17]([F:20])=[C:16]([C:21]([N:23]2[CH2:28][CH2:27][CH:26]([O:29][CH3:30])[CH2:25][CH2:24]2)=[O:22])[CH:15]=1.O.[NH2:32][NH2:33]. (5) Given the product [OH:34]/[N:33]=[C:8](/[C:6]1[CH:5]=[CH:4][N:3]=[C:2]([CH3:1])[CH:7]=1)\[CH2:9][C@H:10]([C:18]1[CH:23]=[CH:22][C:21]([N:24]2[CH2:27][CH:26]([C:28]([OH:30])=[O:29])[CH2:25]2)=[CH:20][CH:19]=1)[C:11]1[CH:16]=[CH:15][CH:14]=[CH:13][C:12]=1[CH3:17], predict the reactants needed to synthesize it. The reactants are: [CH3:1][C:2]1[CH:7]=[C:6]([C:8](=O)[CH2:9][C@H:10]([C:18]2[CH:23]=[CH:22][C:21]([N:24]3[CH2:27][CH:26]([C:28]([OH:30])=[O:29])[CH2:25]3)=[CH:20][CH:19]=2)[C:11]2[CH:16]=[CH:15][CH:14]=[CH:13][C:12]=2[CH3:17])[CH:5]=[CH:4][N:3]=1.Cl.[NH2:33][OH:34].C(=O)([O-])O.[Na+].